This data is from Forward reaction prediction with 1.9M reactions from USPTO patents (1976-2016). The task is: Predict the product of the given reaction. Given the reactants [N+:1]([C:4]1[CH:5]=[CH:6][C:7]2[O:12][C@:11]([CH3:18])([CH:13]([O:16][CH3:17])[O:14][CH3:15])[C@H:10]3[O:19][C@H:9]3[C:8]=2[CH:20]=1)([O-:3])=[O:2].[F:21][C:22]1[CH:27]=[CH:26][C:25]([NH:28][CH2:29][C:30]2[NH:31][CH:32]=[CH:33][N:34]=2)=[CH:24][CH:23]=1, predict the reaction product. The product is: [N+:1]([C:4]1[CH:5]=[CH:6][C:7]2[O:12][C@:11]([CH3:18])([CH:13]([O:16][CH3:17])[O:14][CH3:15])[C@@H:10]([OH:19])[C@H:9]([N:28]([C:25]3[CH:26]=[CH:27][C:22]([F:21])=[CH:23][CH:24]=3)[CH2:29][C:30]3[NH:31][CH:32]=[CH:33][N:34]=3)[C:8]=2[CH:20]=1)([O-:3])=[O:2].